This data is from Peptide-MHC class I binding affinity with 185,985 pairs from IEDB/IMGT. The task is: Regression. Given a peptide amino acid sequence and an MHC pseudo amino acid sequence, predict their binding affinity value. This is MHC class I binding data. (1) The peptide sequence is TPALATRGF. The MHC is HLA-A11:01 with pseudo-sequence HLA-A11:01. The binding affinity (normalized) is 0.0847. (2) The binding affinity (normalized) is 0.789. The peptide sequence is KELSPRWYFY. The MHC is HLA-B44:02 with pseudo-sequence HLA-B44:02. (3) The peptide sequence is ALEPGFKDY. The MHC is HLA-B35:01 with pseudo-sequence HLA-B35:01. The binding affinity (normalized) is 0.0847.